This data is from B-cell epitopes from IEDB database with 3,159 antigens for binding position prediction. The task is: Token-level Classification. Given an antigen amino acid sequence, predict which amino acid positions are active epitope sites capable of antibody binding. Output is a list of indices for active positions. (1) Given the antigen sequence: MASLSRPSLPSCLCSFLLLLLLQVSSSYAGQFRVIGPRHPIRALVGDEVELPCRISPGKNATGMEVGWYRPPFSRVVHLYRNGKDQDGDQAPEYRGRTELLKDAIGEGKVTLRIRNVRFSDEGGFTCFFRDHSYQEEAAMELKVEDPFYWVSPGVLVLLAVLPVLLLQITVGLIFLCLQYRLRGKLRAEIENLHRTFDPHFLRVPCWKITLFVIVPVLGPLVALIICYNWLHRRLAGQFLEELRNPF, which amino acid positions are active epitope sites? The epitope positions are: [114, 115, 116, 117, 118]. The amino acids at these positions are: RNVRF. (2) Given the antigen sequence: MQLLKQLFKKKFVKEEHDKKTGQEGMTLLEVIIVLGIMGVVSAGVVTLAQRAIDSQIMTKAAQSLNSIQVALTQTYRGLGNYPATADATAASKLTSGLVSLGKISSDEAKNPFNGTNMNIFSFPRNAAANKAFAISVDGLTQAQCKTLITSVGDMFPYIAIKAGGAVALADLGDFENSAAAAETGVGVIKSIAPASKNLDLTNITHVEKLCKGTAPFGVAFGNS, which amino acid positions are active epitope sites? The epitope positions are: [211, 212, 213, 214, 215, 216, 217, 218, 219, 220, 221, 222, 223]. The amino acids at these positions are: KGTAPFGVAFGNS. (3) The epitope positions are: [77, 78, 79, 80, 81, 82, 83, 84, 85, 86, 87, 88, 89, 90, 91]. The amino acids at these positions are: DLNLPRLNALSAWLL. Given the antigen sequence: RVGLIYMVIGLWGGFFGLSLSVLVRLNYLDPYFNLVSPEVYNYVVTGHGIIMIFFFLMPVLIGGFGNYLLPLLLGIPDLNLPRLNALSAWLLFPACVCLSFGLIGGVGVGWTFYPPLSSLDYSSWGVDFLMFSLHLAGVSSLLGS, which amino acid positions are active epitope sites? (4) The epitope positions are: [251, 252, 253, 254, 255, 256, 257, 258]. The amino acids at these positions are: TGEPVELK. Given the antigen sequence: MWELRSASFWRAICAEFFASLFYVFFGLGASLRWAPGPLHVLQVALAFGLALATLVQAVGHISGAHVNPAVTFAFLVGSQMSLLRAICYMVAQLLGAVAGAAVLYSVTPPAVRGNLALNTLHPGVSVGQATIVEIFLTLQFVLCIFATYDERRNGRLGSVALAVGFSLTLGHLFGMYYTGAGMNPARSFAPAILTRNFTNHWVYWVGPVIGAGLGSLLYDFLLFPRLKSVSERLSILKGSRPSESNGQPEVTGEPVELKTQAL, which amino acid positions are active epitope sites? (5) The epitope positions are: [52, 53, 54, 55, 56, 57, 58, 59, 60, 61, 62, 63]. The amino acids at these positions are: GPPYRYEPEKFT. Given the antigen sequence: MATRASLARQKTGAACLAVLTASPSVVAAKPWKRWVGVSVILASAFAVGVSAGPPYRYEPEKFTCRPKKGILSQWVSLLYQVQHNITFACEEATPVPTTLISEEHGLMVCAENMTPEECEANPAPLSAFLPGATKEWVTGDSVLTGLKISVPESQYPANAKSFRVGCRHNTKTGNTCMLTIHVEPRDPAVERQEARCSYTENSTLPKIFVTKDSNTMTLACGPHGAPMPESYTENYCSTPDTCDEKPFTSVIPGYLSKWFFGDPKSPLGARVRIPPEQIPSSPQINYFGCTGPTEGEGPKYNCTVPVPLGGGDPSEGSRPGGGSGGGKRGGGQGGGGSLAGFDFRQGSARHSLPSRMALSASALLAMTALAY, which amino acid positions are active epitope sites? (6) Given the antigen sequence: MKKKVVLLTLLSCFSTSGLSANETGNLGSISESRRALQDSQREINQLIEQNRYQQLQEKAVNISPTPTLITESEHCLPIKGVYIQGITLLTEKDLNSLSPLPDQCIKSADINRLVKELTQRYLQHGYITARIQFLRPNQHGELGLYAIEGFVERIEGGDRGVNTTLLFPRIKGQPLKLATLDQGLDQANRLQSNKVTVDILPGTELGGSVIKLSNQRKSPWHLNIASDNYGQKNSGRWLIRTNASLDSPLGLSDFVSLNANITTDNPNTRFNRAYTLLYSIPYGGFTFSSFGSYSEYQFHQKLQTRTVNLYGDTTQVGIRGDYAFSRSQKQIDTLNIQVTHKRIRNYFSQIRLDLSSPKLTTIELGINHLQIIPNGVLSTNLSVEKAVGWFGAEETPYIANGNGNDYRFTKVKLFTNWYQRFSLWHSTFLFNSTFLGQYSHDTLPGVEWLSLTDKNAIRGFDQSTLSGDNGGYLRNTLSYPYRLNHFSITPRIGVDIGQV..., which amino acid positions are active epitope sites? The epitope positions are: [26, 27, 28, 29, 30, 31, 32, 33, 34, 35, 36, 37, 38, 39, 40, 41]. The amino acids at these positions are: LGSISESRRALQDSQR. (7) Given the antigen sequence: MHQTKKTALSKSTWILILTATASLATGLTVVGHFTSTTTTLKRQQFSYTRPDEVALRHTNAINPRLTPWTYRNTSFSSLPLTGENPGAWALVRDNSAKGITAGSGSQQTTYDPTRTEAALTASTTFALRRYDLAGRALYDLDFSKLNPQTPTRDQTGQITFNPFGGFGLSGAAPQQWNEVKNKVPVEVAQDPSNPYRFAVLLVPRSVVYYEQLQRGLGLPQQRTESGQNTSTTGAMFGLKVKNAEADTAKSNEKLQGAEATGSSTTSGSGQSTQRGGSSGDTKVKALKIEVKKKSDSEDNGQLQLEKNDLANAPIKRSEESGQSVQLKADDFGTALSSSGSGGNSNPGSPTPWRPWLATEQIHKDLPKWSASILILYDAPYARNRTAIDRVDHLDPKAMTANYPPSWRTPKWNHHGLWDWKARDVLLQTTGFFNPRRHPEWFDGGQTVADNEKTGFDVDNSENTKQGFQKEADSDKSAPIALPFEAYFANIGNLTWFGQA..., which amino acid positions are active epitope sites? The epitope positions are: [59, 60, 61, 62, 63, 64, 65, 66]. The amino acids at these positions are: NAINPRLT. (8) Given the antigen sequence: MAHVITRINAREILDSRGNPTVEVDLETNLGIFRAAVPSGASTGIYEALELRDNDKSRYLGKGVQKAIKNINEIIAPKLIGMNCTEQKKIDNLMVEELDGSKNEWGWSKSKLGANAILAISMAVCRAGAAANKVSLYKYLAQLAGKKSDQMVLPVPCLNVINGGSHAGNKLSFQEFMIVPVGAPSFKEALRYGAEVYHTLKSEIKKKYGIDATNVGDEGGFAPNILNANEALDLLVTAIKSAGYEGKVKIAMDVAASEFYNSENKTYDLDFKTPNNDKSLVKTGAQLVDLYIDLVKKYPIVSIEDPFDQDDWENYAKLTAAIGKDVQIVGDDLLVTNPTRITKALEKNACNALLLKVNQIGSITEAIEACLLSQKNNWGVMVSHRSGETEDVFIADLVVALRTGQIKTGAPCRSERNAKYNQLLRIEESLGNNAVFAGEKFRLQLN, which amino acid positions are active epitope sites? The epitope positions are: [96, 97, 98, 99, 100, 101, 102, 103, 104, 105, 106, 107, 108, 109, 110]. The amino acids at these positions are: ELDGSKNEWGWSKSK. (9) Given the antigen sequence: MEKIVLLFAIVSLVKSDQICIGYHANNSTEQVDTIMEKNVTVTHAQDILEKKHNGKLCDLDGVKPLILRDCSVAGWLLGNPMCDEFINVPEWSYIVEKANPVNDLCYPGDFNDYEELKHLLSRINHFEKIQIIPKSSWSSHEASLGVSSACPYQGKSSFFRNVVWLIKKNSTYPTIKRSYNNTNQEDLLVLWGIHHPNDAAEQTKLYQNPTTYISVGTSTLNQRLVPRIATRSKVNGQSGRMEFFWTILKPNDAINFESNGNFIAPEYAYKIVKKGDSTIMKSELEYGNCNTKCQTPMGAINSSMPFHNIHPLTIGECPKYVKSNRLVLATGLRNSPQRERRRKKRGLFGAIAGFIEGGWQGMVDGWYGYHHSNEQGSGYAADKESTQKAIDGVTNKVNSIIDKMNTQFEAVGREFNNLERRIENLNKKMEDGFLDVWTYNAELLVLMENERTLDFHDSNVKNLYDKVRLQLRDNAKELGNGCFEFYHKCDNECMESVRN..., which amino acid positions are active epitope sites? The epitope positions are: [338, 339, 340, 341, 342, 343, 344, 345, 346, 347, 348, 349, 350, 351, 352, 353, 354, 355]. The amino acids at these positions are: RERRRKKRGLFGAIAGFI. (10) Given the antigen sequence: MATPSMMPQWSYMHISGQDASEYLSPGLVQFARATETYFSLNNKFRNPTVAPTHDVTTDRSQRLTLRFIPVDREDTAYSYKARFTLAVGDNRVLDMASTYFDIRGVLDRGPTFKPYSGTAYNALAPKGAPNSCEWEQTEDSGRAVAEDEEEEDEDEEEEEEEQNARDQATKKTHVYAQAPLSGETITKSGLQIGSDNAETQAKPVYADPSYQPEPQIGESQWNEADANAAGGRVLKKTTPMKPCYGSYARPTNPFGGQSVLVPDEKGVPLPKVDLQFFSNTTSLNDRQGNATKPKVVLYSEDVNMETPDTHLSYKPGKGDENSKAMLGQQSMPNRPNYIAFRDNFIGLMYYNSTGNMGVLAGQASQLNAVVDLQDRNTELSYQLLLDSIGDRTRYFSMWNQAVDSYDPDVRIIENHGTEDELPNYCFPLGGIGVTDTYQAIKANGNGSGDNGDTTWTKDETFATRNEIGVGNNFAMEINLNANLWRNFLYSNIALYLPDK..., which amino acid positions are active epitope sites? The epitope positions are: [309, 310, 311, 312, 313, 314, 315, 316, 317, 318, 319, 320]. The amino acids at these positions are: THLSYKPGKGDE.